Dataset: Catalyst prediction with 721,799 reactions and 888 catalyst types from USPTO. Task: Predict which catalyst facilitates the given reaction. Reactant: [OH:1][C:2]1[C:11]([CH2:12][CH:13]=[CH2:14])=[C:10]2[C:5]([CH2:6][CH2:7][CH2:8][C:9]2=[O:15])=[CH:4][CH:3]=1.IC.[C:18](=O)([O-])[O-].[K+].[K+]. Product: [CH3:18][O:1][C:2]1[C:11]([CH2:12][CH:13]=[CH2:14])=[C:10]2[C:5]([CH2:6][CH2:7][CH2:8][C:9]2=[O:15])=[CH:4][CH:3]=1. The catalyst class is: 21.